From a dataset of Forward reaction prediction with 1.9M reactions from USPTO patents (1976-2016). Predict the product of the given reaction. Given the reactants [C:1]([C:5]1[CH:6]=[C:7]([NH:18][C:19]([NH:21][C:22]2[C:31]3[C:26](=[CH:27][CH:28]=[CH:29][CH:30]=3)[C:25]([O:32][C:33]3[CH:38]=[CH:37][N:36]=[C:35](Cl)[CH:34]=3)=[CH:24][CH:23]=2)=[O:20])[C:8]([O:16][CH3:17])=[C:9]([NH:11][S:12]([CH3:15])(=[O:14])=[O:13])[CH:10]=1)([CH3:4])([CH3:3])[CH3:2].[NH2:40][C:41]1[CH:58]=[C:57]([O:59][CH3:60])[C:44]([C:45]([NH:47][CH2:48][CH2:49][CH2:50][N:51]2[CH2:56][CH2:55][O:54][CH2:53][CH2:52]2)=[O:46])=[C:43]([O:61][CH3:62])[CH:42]=1.C([O-])([O-])=O.[K+].[K+].CC(C1C=C(C(C)C)C(C2C(P(C3CCCCC3)C3CCCCC3)=C(OC)C=CC=2OC)=C(C(C)C)C=1)C, predict the reaction product. The product is: [C:1]([C:5]1[CH:10]=[C:9]([NH:11][S:12]([CH3:15])(=[O:14])=[O:13])[C:8]([O:16][CH3:17])=[C:7]([NH:18][C:19](=[O:20])[NH:21][C:22]2[C:31]3[C:26](=[CH:27][CH:28]=[CH:29][CH:30]=3)[C:25]([O:32][C:33]3[CH:38]=[CH:37][N:36]=[C:35]([NH:40][C:41]4[CH:58]=[C:57]([O:59][CH3:60])[C:44]([C:45]([NH:47][CH2:48][CH2:49][CH2:50][N:51]5[CH2:56][CH2:55][O:54][CH2:53][CH2:52]5)=[O:46])=[C:43]([O:61][CH3:62])[CH:42]=4)[CH:34]=3)=[CH:24][CH:23]=2)[CH:6]=1)([CH3:4])([CH3:3])[CH3:2].